From a dataset of Full USPTO retrosynthesis dataset with 1.9M reactions from patents (1976-2016). Predict the reactants needed to synthesize the given product. Given the product [CH2:2]([O:9][C:10]1[CH:19]=[CH:18][CH:17]=[C:16]2[C:11]=1[CH2:12][CH2:13][CH2:14][CH:15]2[C:20]([N:22]([CH2:23][C:24]1[CH:25]=[N:26][N:27]([CH2:39][C:40]2[C:41]([O:48][CH3:49])=[N:42][C:43]([O:46][CH3:47])=[CH:44][CH:45]=2)[CH:28]=1)[C:29]1[CH:30]=[N:31][C:32]([CH:35]([CH3:37])[CH3:36])=[CH:33][CH:34]=1)=[O:21])[C:3]1[CH:8]=[CH:7][CH:6]=[CH:5][CH:4]=1, predict the reactants needed to synthesize it. The reactants are: Cl.[CH2:2]([O:9][C:10]1[CH:19]=[CH:18][CH:17]=[C:16]2[C:11]=1[CH2:12][CH2:13][CH2:14][CH:15]2[C:20]([N:22]([C:29]1[CH:30]=[N:31][C:32]([CH:35]([CH3:37])[CH3:36])=[CH:33][CH:34]=1)[CH2:23][C:24]1[CH:25]=[N:26][NH:27][CH:28]=1)=[O:21])[C:3]1[CH:8]=[CH:7][CH:6]=[CH:5][CH:4]=1.Cl[CH2:39][C:40]1[C:41]([O:48][CH3:49])=[N:42][C:43]([O:46][CH3:47])=[CH:44][CH:45]=1.